Predict the reactants needed to synthesize the given product. From a dataset of Full USPTO retrosynthesis dataset with 1.9M reactions from patents (1976-2016). (1) Given the product [NH2:14][N:7]1[C:8]2[C:13](=[CH:12][CH:11]=[CH:10][CH:9]=2)[C:4]([OH:3])=[CH:5][C:6]1=[O:22], predict the reactants needed to synthesize it. The reactants are: [OH-].[K+].[OH:3][C:4]1[C:13]2[C:8](=[CH:9][CH:10]=[CH:11][CH:12]=2)[N:7]([N:14]=CC2C=CC=CC=2)[C:6](=[O:22])[C:5]=1C(OCC)=O. (2) Given the product [CH2:23]([C@H:8]([NH:7][C:6](=[O:30])[C:38]1[CH:57]=[C:58]([N:67]2[CH2:71][CH2:70][CH2:69][C:68]2=[O:72])[CH:59]=[C:60]([N:61]2[CH2:65][CH2:64][CH2:63][C:62]2=[O:66])[C:37]=1[F:36])[C@@H:9]([OH:22])[CH2:10][C@H:11]([C:13](=[O:21])[NH:14][CH:15]1[CH2:16][CH2:17][CH2:20]1)[CH3:12])[C:24]1[CH:25]=[CH:26][CH:27]=[CH:28][CH:29]=1, predict the reactants needed to synthesize it. The reactants are: C(O[C:6](=[O:30])[NH:7][C@@H:8]([CH2:23][C:24]1[CH:29]=[CH:28][CH:27]=[CH:26][CH:25]=1)[C@@H:9]([OH:22])[CH2:10][C@H:11]([C:13](=[O:21])[NH:14][CH2:15][CH2:16][C:17]([CH3:20])(C)C)[CH3:12])(C)(C)C.C1(N)CCC1.[F:36][C:37]1[C:60]([N:61]2[CH2:65][CH2:64][CH2:63][C:62]2=[O:66])=[CH:59][C:58]([N:67]2[CH2:71][CH2:70][CH2:69][C:68]2=[O:72])=[CH:57][C:38]=1C(N[C@H]([C@@H]1C[C@@H](C)C(=O)O1)CC1C=CC=CC=1)=O. (3) Given the product [C:10]([C:9]([C:6]1[CH:7]=[N:8][C:3]([O:2][CH3:1])=[CH:4][CH:5]=1)([CH2:17][CH2:16][C:15]([O:19][CH2:12][CH3:13])=[O:18])[CH2:17][CH2:16][C:15]([O:19][CH2:20][CH3:21])=[O:18])#[N:11], predict the reactants needed to synthesize it. The reactants are: [CH3:1][O:2][C:3]1[N:8]=[CH:7][C:6]([CH2:9][C:10]#[N:11])=[CH:5][CH:4]=1.[C:12](#N)[CH3:13].[C:15]([O:19][CH2:20][CH3:21])(=[O:18])[CH:16]=[CH2:17].[Cl-].[NH4+].